From a dataset of Forward reaction prediction with 1.9M reactions from USPTO patents (1976-2016). Predict the product of the given reaction. (1) Given the reactants [Cl:1][C:2]1[CH:7]=[CH:6][C:5](/[CH:8]=[CH:9]/[C:10]([N:12]2[CH2:17][CH2:16][CH:15]([CH2:18][CH2:19][NH:20][CH3:21])[CH2:14][CH2:13]2)=[O:11])=[C:4]([CH2:22][N:23]2[N:27]=[N:26][C:25]([CH3:28])=[N:24]2)[CH:3]=1.CCN(C(C)C)C(C)C.[O:38]=[C:39]1[NH:43][CH:42]=[C:41]([C:44]([OH:46])=O)[O:40]1.C(P1(=O)OP(CCC)(=O)OP(CCC)(=O)O1)CC.CCOC(C)=O, predict the reaction product. The product is: [Cl:1][C:2]1[CH:7]=[CH:6][C:5](/[CH:8]=[CH:9]/[C:10]([N:12]2[CH2:13][CH2:14][CH:15]([CH2:18][CH2:19][N:20]([CH3:21])[C:44]([C:41]3[O:40][C:39](=[O:38])[NH:43][CH:42]=3)=[O:46])[CH2:16][CH2:17]2)=[O:11])=[C:4]([CH2:22][N:23]2[N:27]=[N:26][C:25]([CH3:28])=[N:24]2)[CH:3]=1. (2) Given the reactants [NH2:1][CH2:2][C:3]([NH:5][CH:6]1[CH2:9][N:8]([CH:10]2[CH2:15][CH2:14][C:13]([OH:24])([C:16]3[CH:17]=[N:18][C:19]([O:22][CH3:23])=[CH:20][CH:21]=3)[CH2:12][CH2:11]2)[CH2:7]1)=[O:4].[CH3:25][C:26]1[CH:27]=[C:28]([CH:32]=[CH:33][CH:34]=1)[C:29](O)=[O:30].CCN=C=NCCCN(C)C, predict the reaction product. The product is: [OH:24][C:13]1([C:16]2[CH:17]=[N:18][C:19]([O:22][CH3:23])=[CH:20][CH:21]=2)[CH2:14][CH2:15][CH:10]([N:8]2[CH2:9][CH:6]([NH:5][C:3]([CH2:2][NH:1][C:29](=[O:30])[C:28]3[CH:32]=[CH:33][CH:34]=[C:26]([CH3:25])[CH:27]=3)=[O:4])[CH2:7]2)[CH2:11][CH2:12]1. (3) The product is: [F:38][C:39]([F:52])([F:51])[S:40]([O:19][C:15]1[CH:14]=[C:13]2[C:18]([CH:9]([C:4]3[CH:5]=[CH:6][C:7]([Cl:8])=[C:2]([Cl:1])[CH:3]=3)[CH2:10][N:11]([S:20]([C:23]3[CH:28]=[CH:27][CH:26]=[CH:25][C:24]=3[N+:29]([O-:31])=[O:30])(=[O:22])=[O:21])[CH2:12]2)=[CH:17][CH:16]=1)(=[O:42])=[O:41]. Given the reactants [Cl:1][C:2]1[CH:3]=[C:4]([CH:9]2[C:18]3[C:13](=[CH:14][C:15]([OH:19])=[CH:16][CH:17]=3)[CH2:12][N:11]([S:20]([C:23]3[CH:28]=[CH:27][CH:26]=[CH:25][C:24]=3[N+:29]([O-:31])=[O:30])(=[O:22])=[O:21])[CH2:10]2)[CH:5]=[CH:6][C:7]=1[Cl:8].N1C=CC=CC=1.[F:38][C:39]([F:52])([F:51])[S:40](O[S:40]([C:39]([F:52])([F:51])[F:38])(=[O:42])=[O:41])(=[O:42])=[O:41], predict the reaction product. (4) Given the reactants Cl.[Cl:2][C:3]1[N:8]=[C:7]2[NH:9][C:10]([C:12]([OH:14])=[O:13])=[CH:11][C:6]2=[CH:5][CH:4]=1.[CH2:15](O)[CH3:16], predict the reaction product. The product is: [Cl:2][C:3]1[N:8]=[C:7]2[NH:9][C:10]([C:12]([O:14][CH2:15][CH3:16])=[O:13])=[CH:11][C:6]2=[CH:5][CH:4]=1.